Dataset: Full USPTO retrosynthesis dataset with 1.9M reactions from patents (1976-2016). Task: Predict the reactants needed to synthesize the given product. (1) Given the product [Cl:1][C:2]1[CH:7]=[C:6]([C:8]2[S:9][C:10]([C:13]3[N:14]=[C:15]4[C:20]([Cl:21])=[CH:19][C:18]([C:22]([F:23])([F:25])[F:24])=[CH:17][N:16]4[CH:26]=3)=[N:11][N:12]=2)[C:5]([Cl:27])=[CH:4][C:3]=1[O:28][CH2:29][CH:30]([OH:32])[CH3:31], predict the reactants needed to synthesize it. The reactants are: [Cl:1][C:2]1[CH:7]=[C:6]([C:8]2[S:9][C:10]([C:13]3[N:14]=[C:15]4[C:20]([Cl:21])=[CH:19][C:18]([C:22]([F:25])([F:24])[F:23])=[CH:17][N:16]4[CH:26]=3)=[N:11][N:12]=2)[C:5]([Cl:27])=[CH:4][C:3]=1[OH:28].[CH2:29]1[O:32][CH:30]1[CH3:31]. (2) Given the product [CH2:13]([O:12][C:10]([NH:1][CH2:2][CH2:3][C@H:4]([OH:8])[C:5]([O:7][N:27]1[C:31](=[O:32])[CH2:30][CH2:29][C:28]1=[O:33])=[O:6])=[O:11])[C:14]1[CH:19]=[CH:18][CH:17]=[CH:16][CH:15]=1, predict the reactants needed to synthesize it. The reactants are: [NH2:1][CH2:2][CH2:3][C@H:4]([OH:8])[C:5]([OH:7])=[O:6].Cl[C:10]([O:12][CH2:13][C:14]1[CH:19]=[CH:18][CH:17]=[CH:16][CH:15]=1)=[O:11].C(=O)([O-])[O-].[Na+].[Na+].O[N:27]1[C:31](=[O:32])[CH2:30][CH2:29][C:28]1=[O:33].C1CCC(N=C=NC2CCCCC2)CC1. (3) The reactants are: [Cl:1][C:2]1[CH:3]=[C:4]([NH:15][C:16]2[C:25]3[C:20](=[CH:21][CH:22]=[CH:23][C:24]=3[O:26][CH2:27][C@@H:28]3[CH2:32][CH2:31][CH2:30][NH:29]3)[N:19]=[CH:18][N:17]=2)[CH:5]=[CH:6][C:7]=1[O:8][C:9]1[CH:10]=[N:11][CH:12]=[CH:13][CH:14]=1.C([O:36][CH2:37][C:38](Cl)=[O:39])(=O)C. Given the product [Cl:1][C:2]1[CH:3]=[C:4]([NH:15][C:16]2[C:25]3[C:20](=[CH:21][CH:22]=[CH:23][C:24]=3[O:26][CH2:27][C@@H:28]3[CH2:32][CH2:31][CH2:30][N:29]3[C:37](=[O:36])[CH2:38][OH:39])[N:19]=[CH:18][N:17]=2)[CH:5]=[CH:6][C:7]=1[O:8][C:9]1[CH:10]=[N:11][CH:12]=[CH:13][CH:14]=1, predict the reactants needed to synthesize it. (4) Given the product [Br:20][CH2:21][CH2:22][CH2:23][CH2:24][CH2:25][CH2:26][O:14][CH2:13][CH2:12][CH2:11][CH2:10][C:7]1[CH:6]=[CH:5][C:4]([N+:1]([O-:3])=[O:2])=[CH:9][CH:8]=1, predict the reactants needed to synthesize it. The reactants are: [N+:1]([C:4]1[CH:9]=[CH:8][C:7]([CH2:10][CH2:11][CH2:12][CH2:13][OH:14])=[CH:6][CH:5]=1)([O-:3])=[O:2].S([O-])(O)(=O)=O.[Br:20][CH2:21][CH2:22][CH2:23][CH2:24][CH2:25][CH2:26]Br.[OH-].[Na+]. (5) Given the product [CH3:1][C:2]1[N:6]=[C:5]([C:7]2[CH:12]=[CH:11][C:10]([NH:13][C:23]([NH2:22])=[S:24])=[CH:9][CH:8]=2)[S:4][N:3]=1, predict the reactants needed to synthesize it. The reactants are: [CH3:1][C:2]1[N:6]=[C:5]([C:7]2[CH:12]=[CH:11][C:10]([NH2:13])=[CH:9][CH:8]=2)[S:4][N:3]=1.C([N:22]=[C:23]=[S:24])(=O)C1C=CC=CC=1.C(=O)([O-])[O-].[K+].[K+].